From a dataset of Forward reaction prediction with 1.9M reactions from USPTO patents (1976-2016). Predict the product of the given reaction. Given the reactants [CH:1](=O)[C:2]1[CH:7]=[CH:6][CH:5]=[CH:4][CH:3]=1.[CH3:9][C:10]1[CH:15]=[CH:14][N:13]=[N:12][CH:11]=1, predict the reaction product. The product is: [C:2]1([CH:1]=[CH:9][C:10]2[CH:15]=[CH:14][N:13]=[N:12][CH:11]=2)[CH:7]=[CH:6][CH:5]=[CH:4][CH:3]=1.